From a dataset of Drug-target binding data from BindingDB using IC50 measurements. Regression. Given a target protein amino acid sequence and a drug SMILES string, predict the binding affinity score between them. We predict pIC50 (pIC50 = -log10(IC50 in M); higher means more potent). Dataset: bindingdb_ic50. (1) The compound is Cc1cnccc1-c1nc(C)c2c(C)nc3c(Cl)cc(C(F)(F)F)cc3n12. The target protein (P11541) has sequence MGEVTAEEVEKFLDSNVSFAKQYYNLRYRAKVISDLLGPREAAVDFSNYHALNSVEESEIIFDLLRDFQDNLQAEKCVFNVMKKLCFLLQADRMSLFMYRARNGIAELATRLFNVHKDAVLEECLVAPDSEIVFPLDMGVVGHVALSKKIVNVPNTEEDEHFCDFVDTLTEYQTKNILASPIMNGKDVVAIIMVVNKVDGPHFTENDEEILLKYLNFANLIMKVFHLSYLHNCETRRGQILLWSGSKVFEELTDIERQFHKALYTVRAFLNCDRYSVGLLDMTKQKEFFDVWPVLMGEAPPYAGPRTPDGREINFYKVIDYILHGKEDIKVIPNPPPDHWALVSGLPTYVAQNGLICNIMNAPSEDFFAFQKEPLDESGWMIKNVLSMPIVNKKEEIVGVATFYNRKDGKPFDEMDETLMESLTQFLGWSVLNPDTYELMNKLENRKDIFQDMVKYHVKCDNEEIQTILKTREVYGKEPWECEEEELAEILQGELPDADK.... The pIC50 is 6.0. (2) The compound is CC(C)(C)NC(=O)N1CC=C(c2cn(-c3ccccc3F)nn2)CC1. The target protein (P97772) has sequence MVRLLLIFFPMIFLEMSILPRMPDRKVLLAGASSQRSVARMDGDVIIGALFSVHHQPPAEKVPERKCGEIREQYGIQRVEAMFHTLDKINADPVLLPNITLGSEIRDSCWHSSVALEQSIEFIRDSLISIRDEKDGLNRCLPDGQTLPPGRTKKPIAGVIGPGSSSVAIQVQNLLQLFDIPQIAYSATSIDLSDKTLYKYFLRVVPSDTLQARAMLDIVKRYNWTYVSAVHTEGNYGESGMDAFKELAAQEGLCIAHSDKIYSNAGEKSFDRLLRKLRERLPKARVVVCFCEGMTVRGLLSAMRRLGVVGEFSLIGSDGWADRDEVIEGYEVEANGGITIKLQSPEVRSFDDYFLKLRLDTNTRNPWFPEFWQHRFQCRLPGHLLENPNFKKVCTGNESLEENYVQDSKMGFVINAIYAMAHGLQNMHHALCPGYVGLCDAMKPIDGRKLLDFLIKSSFVGVSGEEVWFDEKGDAPGRYDIMNLQYTEANRYDYVHVGTW.... The pIC50 is 6.5. (3) The compound is CS(=O)(=O)c1ccc(-c2cc(C(=O)O)c3cccc(C(=O)c4ccccc4)c3n2)cc1. The target protein (O78749) has sequence MFINRWLFSTNHKDIGTLYLLFGAWAGMVGTALSLLIRAELGQPGTLLGDDQIYNVIVTAHAFVMIFFMVMPIMIGGFGNWLVPLMIGAPDMAFPRMNNMSFWLLPPSFLLLLASSMVEAGAGTGWTVYPPLAGNLAHAGASVDLTIFSLHLAGVSSILGAINFITTIINMKPPAMSQYQTPLFVWSVLITAVLLLLSLPVLAAGITMLLTDRNLNTTFFDPAGGGDPILYQHLFWFFGHPEVYILILPGFGMISHIVTYYSGKKEPFGYMGMVWAMMSIGFLGFIVWAHHMFTVGMDVDTRAYFTSATMIIAIPTGVKVFSWLATLHGGNIKWSPAMMWALGFIFLFTVGGLTGIVLANSSLDIVLHDTYYVVAHFHYVLSMGAVFAIMGGFVHWFPLFSGYTLNDTWAKIHFAIMFVGVNMTFFPQHFLGLSGMPRRYSDYPDAYTMWNTISSMGSFISLTAVMLMIFIIWEAFASKREVLTVDLTTTNLEWLNGCPP.... The pIC50 is 4.8. (4) The small molecule is O=CN(O)C[C@@H](CC1CCCC1)C(=O)N1CCC[C@H]1C(=O)NC(=O)NCCc1cnccn1. The target protein (Q9F2F0) has sequence MSAIERITKAAHLIDMNDIIREGNPTLRAIAEEVTFPLSDQEIILGEKMMQFLKHSQDPVMAEKMGLRGGVGLAAPQLDISKRIIAVLVPNIVEEGETPQEAYDLEAIMYNPKIVSHSVQDAALGEGEGCLSVDRNVPGYVVRHARVTVDYFDKDGEKHRIKLKGYNSIVVQHEIDHINGIMFYDRINEKDPFAVKDGLLILE. The pIC50 is 9.3. (5) The pIC50 is 8.9. The target protein (P26769) has sequence MRRRRYLRDRAEAAAAAAAGGGEGLQRSRDWLYESYYCMSQQHPLIVFLLLIVMGACLALLAVFFALGLEVEDHVAFLITVPTALAIFFAIFILVCIESVFKKLLRVFSLVIWICLVAMGYLFMCFGGTVSAWDQVSFFLFIIFVVYTMLPFNMRDAIIASILTSSSHTIVLSVYLSATPGAKEHLFWQILANVIIFICGNLAGAYHKHLMELALQQTYRDTCNCIKSRIKLEFEKRQQERLLLSLLPAHIAMEMKAEIIQRLQGPKAGQMENTNNFHNLYVKRHTNVSILYADIVGFTRLASDCSPGELVHMLNELFGKFDQIAKENECMRIKILGDCYYCVSGLPISLPNHAKNCVKMGLDMCEAIKKVRDATGVDINMRVGVHSGNVLCGVIGLQKWQYDVWSHDVTLANHMEAGGVPGRVHISSVTLEHLNGAYKVEEGDGEIRDPYLKQHLVKTYFVINPKGERRSPQHLFRPRHTLDGAKMRASVRMTRYLESW.... The drug is O[C@H]1O[C@@H](n2cnc3c(NC4CCCCC4)ncnc32)[C@H](O)[C@@H]1O. (6) The compound is CC(C)C[C@@H](/C=C/S(C)(=O)=O)NC(=O)[C@H](CC(C)C)NC(=O)[C@H](Cc1ccc(CN)cc1)NC(=O)[C@H](Cc1ccccc1)N=[N+]=[N-]. The target protein (P49721) has sequence MEYLIGIQGPDYVLVASDRVAASNIVQMKDDHDKMFKMSEKILLLCVGEAGDTVQFAEYIQKNVQLYKMRNGYELSPTAAANFTRRNLADCLRSRTPYHVNLLLAGYDEHEGPALYYMDYLAALAKAPFAAHGYGAFLTLSILDRYYTPTISRERAVELLRKCLEELQKRFILNLPTFSVRIIDKNGIHDLDNISFPKQGS. The pIC50 is 6.7. (7) The drug is CN(C)CCOc1ccc(C2=C(c3cccs3)CCOc3ccccc32)cc1. The target protein (P06211) has sequence MTMTLHTKASGMALLHQIQGNELEPLNRPQLKMPMERALGEVYVDNSKPAVFNYPEGAAYEFNAAAAAAAAGASAPVYGQSSITYGPGSEAAAFGANSLGAFPQLNSVSPSPLMLLHPPPHVSPFLHPHGHQVPYYLENEPSAYAVRDTGPPAFYRSNSDNRRQNGRERLSSSSEKGNMIMESAKETRYCAVCNDYASGYHYGVWSCEGCKAFFKRSIQGHNDYMCPATNQCTIDKNRRKSCQACRLRKCYEVGMMKGGIRKDRRGGRMLKHKRQRDDLEGRNEMGTSGDMRAANLWPSPLVIKHTKKNSPALSLTADQMVSALLDAEPPLIYSEYDPSRPFSEASMMGLLTNLADRELVHMINWAKRVPGFGDLNLHDQVHLLECAWLEILMIGLVWRSMEHPGKLLFAPNLLLDRNQGKCVEGMVEIFDMLLATSSRFRMMNLQGEEFVCLKSIILLNSGVYTFLSSTLKSLEEKDHIHRVLDKINDTLIHLMAKAGL.... The pIC50 is 6.1.